This data is from Forward reaction prediction with 1.9M reactions from USPTO patents (1976-2016). The task is: Predict the product of the given reaction. (1) Given the reactants Cl.[Br:2][C:3]1[CH:4]=[N:5][N:6]([CH:8]2[CH2:13][CH2:12][NH:11][CH2:10][CH2:9]2)[CH:7]=1.[C:14](OC(=O)C)(=[O:16])[CH3:15], predict the reaction product. The product is: [Br:2][C:3]1[CH:4]=[N:5][N:6]([CH:8]2[CH2:13][CH2:12][N:11]([C:14](=[O:16])[CH3:15])[CH2:10][CH2:9]2)[CH:7]=1. (2) The product is: [CH3:1][O:2][C:3](=[O:26])[CH2:4][C@H:5]1[C:9]2[CH:10]=[CH:11][C:12]([O:14][C@H:15]3[C:23]4[C:18](=[C:19]([O:25][C:28]5[CH:33]=[CH:32][N:31]=[C:30]([CH3:34])[N:29]=5)[CH:20]=[CH:21][C:22]=4[F:24])[CH2:17][CH2:16]3)=[CH:13][C:8]=2[O:7][CH2:6]1. Given the reactants [CH3:1][O:2][C:3](=[O:26])[CH2:4][C@H:5]1[C:9]2[CH:10]=[CH:11][C:12]([O:14][C@H:15]3[C:23]4[C:18](=[C:19]([OH:25])[CH:20]=[CH:21][C:22]=4[F:24])[CH2:17][CH2:16]3)=[CH:13][C:8]=2[O:7][CH2:6]1.Cl[C:28]1[CH:33]=[CH:32][N:31]=[C:30]([CH3:34])[N:29]=1, predict the reaction product. (3) Given the reactants [Br:1][C:2]1[CH:7]=[CH:6][CH:5]=[CH:4][C:3]=1[C:8]1[C:15]2[S:14][C:13]([NH2:16])=[N:12][C:11]=2[NH:10][N:9]=1.Cl.[N:18]1([CH2:24][C:25]2[O:29][C:28]([C:30](Cl)=[O:31])=[CH:27][CH:26]=2)[CH2:23][CH2:22][O:21][CH2:20][CH2:19]1.C(O)C(N)(CO)CO, predict the reaction product. The product is: [Br:1][C:2]1[CH:7]=[CH:6][CH:5]=[CH:4][C:3]=1[C:8]1[C:15]2[S:14][C:13]([NH:16][C:30]([C:28]3[O:29][C:25]([CH2:24][N:18]4[CH2:19][CH2:20][O:21][CH2:22][CH2:23]4)=[CH:26][CH:27]=3)=[O:31])=[N:12][C:11]=2[NH:10][N:9]=1. (4) The product is: [NH2:15][C@@H:10]([C@@H:11]([CH3:14])[CH2:12][CH3:13])[C:9]([N:4]1[CH2:5][CH2:6][C@H:7]([OH:8])[C@@H:3]1[C:1]#[N:2])=[O:33]. Given the reactants [C:1]([C@H:3]1[C@@H:7]([OH:8])[CH2:6][CH2:5][N:4]1[C:9](=[O:33])[C@@H:10]([NH:15]C(OCC1C2CC3C(=CC=CC=3)C=2C=CC=1)=O)[C@@H:11]([CH3:14])[CH2:12][CH3:13])#[N:2].C(NCC)C, predict the reaction product. (5) Given the reactants [CH3:1][O:2][C:3]([CH:5]1[CH2:10][CH2:9][CH:8]([C:11](O)=[O:12])[CH2:7][CH2:6]1)=[O:4].B.CSC.CO, predict the reaction product. The product is: [OH:12][CH2:11][CH:8]1[CH2:7][CH2:6][CH:5]([C:3]([O:2][CH3:1])=[O:4])[CH2:10][CH2:9]1. (6) Given the reactants FC(F)(F)C(O)=O.CC([N:12]([C:16]([CH3:36])([CH3:35])[C:17]([NH:19][C:20]1[CH:21]=[N:22][C:23]([O:26][C:27]2[CH:32]=[CH:31][CH:30]=[CH:29][C:28]=2[CH2:33][CH3:34])=[CH:24][CH:25]=1)=[O:18])C(=O)[O-])(C)C, predict the reaction product. The product is: [CH2:33]([C:28]1[CH:29]=[CH:30][CH:31]=[CH:32][C:27]=1[O:26][C:23]1[N:22]=[CH:21][C:20]([NH:19][C:17](=[O:18])[C:16]([CH3:36])([CH3:35])[NH2:12])=[CH:25][CH:24]=1)[CH3:34].